This data is from Forward reaction prediction with 1.9M reactions from USPTO patents (1976-2016). The task is: Predict the product of the given reaction. (1) Given the reactants NC1(C2C=CC(C3[C:13](=[O:36])C4C(OC=3C3C=CC=CC=3)=C(C3C(C)=NN(C)C=3C)N=CC=4)=CC=2)CCC1.C([C:39]1[C:44]([F:45])=[CH:43][CH:42]=[CH:41][C:40]=1[C:46]1[N:47]=[CH:48][CH:49]=[C:50]2[C:55](=[O:56])[C:54]([C:57]3[CH:62]=[CH:61][C:60]([C:63]4([NH:67]C(=O)OC(C)(C)C)[CH2:66][CH2:65][CH2:64]4)=[CH:59][CH:58]=3)=[C:53]([C:75]3[CH:80]=[CH:79][CH:78]=[CH:77][CH:76]=3)[O:52][C:51]=12)#N.Cl.S(=O)(=O)(O)[OH:83], predict the reaction product. The product is: [NH2:67][C:63]1([C:60]2[CH:61]=[CH:62][C:57]([C:54]3[C:55](=[O:56])[C:50]4[C:51]([O:52][C:53]=3[C:75]3[CH:80]=[CH:79][CH:78]=[CH:77][CH:76]=3)=[C:46]([C:40]3[CH:41]=[CH:42][CH:43]=[C:44]([F:45])[C:39]=3[C:13]([OH:36])=[O:83])[N:47]=[CH:48][CH:49]=4)=[CH:58][CH:59]=2)[CH2:66][CH2:65][CH2:64]1. (2) The product is: [C:16]([C:15]1[CH:14]=[CH:13][C:12]([C:7]2[C:6]3[CH2:5][CH2:4][CH2:3][CH:2]([NH:1][C:20](=[O:24])[CH:21]([CH3:23])[CH3:22])[C:11]=3[CH:10]=[N:9][CH:8]=2)=[CH:19][CH:18]=1)#[N:17]. Given the reactants [NH2:1][CH:2]1[C:11]2[CH:10]=[N:9][CH:8]=[C:7]([C:12]3[CH:19]=[CH:18][C:15]([C:16]#[N:17])=[CH:14][CH:13]=3)[C:6]=2[CH2:5][CH2:4][CH2:3]1.[C:20](Cl)(=[O:24])[CH:21]([CH3:23])[CH3:22], predict the reaction product. (3) Given the reactants [OH:1][C:2]1[CH:3]=[C:4]([CH2:8][NH:9][C:10](=[O:18])[C:11]2[CH:16]=[CH:15][CH:14]=[N:13][C:12]=2[NH2:17])[CH:5]=[CH:6][CH:7]=1.[CH3:19][O:20][C:21]1[CH:26]=[CH:25][CH:24]=[CH:23][C:22]=1[CH2:27]Cl.C(=O)([O-])[O-].[Cs+].[Cs+].CN(C=O)C, predict the reaction product. The product is: [CH3:19][O:20][C:21]1[CH:26]=[CH:25][CH:24]=[CH:23][C:22]=1[CH2:27][O:1][C:2]1[CH:3]=[C:4]([CH2:8][NH:9][C:10](=[O:18])[C:11]2[CH:16]=[CH:15][CH:14]=[N:13][C:12]=2[NH2:17])[CH:5]=[CH:6][CH:7]=1.